This data is from Forward reaction prediction with 1.9M reactions from USPTO patents (1976-2016). The task is: Predict the product of the given reaction. (1) Given the reactants Cl.[NH2:2][N:3]1[CH2:7][CH:6]([C:8]2[CH:13]=[CH:12][C:11]([CH3:14])=[C:10]([CH3:15])[CH:9]=2)[N:5]([CH2:16][CH2:17][C:18]2[CH:23]=[CH:22][C:21]([O:24][CH3:25])=[CH:20][CH:19]=2)[C:4]1=[O:26].C(N(CC)CC)C.[C:34](Cl)(=[O:36])[CH3:35], predict the reaction product. The product is: [C:34]([NH:2][N:3]1[CH2:7][CH:6]([C:8]2[CH:13]=[CH:12][C:11]([CH3:14])=[C:10]([CH3:15])[CH:9]=2)[N:5]([CH2:16][CH2:17][C:18]2[CH:19]=[CH:20][C:21]([O:24][CH3:25])=[CH:22][CH:23]=2)[C:4]1=[O:26])(=[O:36])[CH3:35]. (2) Given the reactants Br[C:2]1[C:7]2[CH:8]=[C:9]([CH2:11][CH:12]3[CH2:17][CH2:16][CH2:15][CH2:14][N:13]3[C:18]([C:20]3[N:21]=[C:22]([CH3:32])[S:23][C:24]=3[C:25]3[CH:30]=[CH:29][C:28]([F:31])=[CH:27][CH:26]=3)=[O:19])[O:10][C:6]=2[CH:5]=[CH:4][CH:3]=1.C[CH2:34][N:35](C1C=CC(C(C2C(S([O-])(=O)=O)=CC(S([O-])(=O)=O)=C(O)C=2)=C2C=CC(=[N+](CC)CC)C=C2)=CC=1)CC.CCN(C1C=CC(C(C2C(S([O-])(=O)=O)=CC(S([O-])(=O)=O)=C(O)C=2)=C2C=CC(=[N+](CC)CC)C=C2)=CC=1)CC.[Ca+2].[Cu]C#N, predict the reaction product. The product is: [C:34]([C:2]1[C:7]2[CH:8]=[C:9]([CH2:11][CH:12]3[CH2:17][CH2:16][CH2:15][CH2:14][N:13]3[C:18]([C:20]3[N:21]=[C:22]([CH3:32])[S:23][C:24]=3[C:25]3[CH:30]=[CH:29][C:28]([F:31])=[CH:27][CH:26]=3)=[O:19])[O:10][C:6]=2[CH:5]=[CH:4][CH:3]=1)#[N:35]. (3) Given the reactants I[C:2]1[C:10]2[CH:9]=[N:8][CH:7]=[N:6][C:5]=2[N:4]([CH:11]([CH3:13])[CH3:12])[CH:3]=1.C([Mg]Cl)(C)C.[Cl:19][C:20]1[N:25]=[CH:24][N:23]=[C:22]([C:26](OC)=[O:27])[CH:21]=1, predict the reaction product. The product is: [Cl:19][C:20]1[N:25]=[CH:24][N:23]=[C:22]([C:26]([C:2]2[C:10]3[CH:9]=[N:8][CH:7]=[N:6][C:5]=3[N:4]([CH:11]([CH3:13])[CH3:12])[CH:3]=2)=[O:27])[CH:21]=1. (4) Given the reactants [Cl:1][C:2]1[CH:7]=[CH:6][CH:5]=[CH:4][C:3]=1[C:8]([N:10]1[CH2:15][C:14](OCC)=[N:13][CH2:12][CH2:11]1)=[O:9].O.[NH2:20][NH2:21], predict the reaction product. The product is: [Cl:1][C:2]1[CH:7]=[CH:6][CH:5]=[CH:4][C:3]=1[C:8]([N:10]1[CH2:11][CH2:12][NH:13][CH:14]([NH:20][NH2:21])[CH2:15]1)=[O:9]. (5) Given the reactants [CH3:1][O:2][C:3]([C:5]1[CH:10]=[CH:9][CH:8]=[CH:7][C:6]=1[S:11]Cl)=[O:4].[CH3:13][C:14]1[S:18][C:17]2[CH:19]=[CH:20][CH:21]=[CH:22][C:16]=2[CH:15]=1.[Cl-].[Al+3].[Cl-].[Cl-], predict the reaction product. The product is: [CH3:1][O:2][C:3](=[O:4])[C:5]1[CH:10]=[CH:9][CH:8]=[CH:7][C:6]=1[S:11][C:15]1[C:16]2[CH:22]=[CH:21][CH:20]=[CH:19][C:17]=2[S:18][C:14]=1[CH3:13]. (6) The product is: [Br:1][C:2]1[CH:24]=[CH:23][C:5]2[C:6]([NH:16][CH:17]([CH3:22])[C:18]([CH3:21])([CH3:20])[CH3:19])=[N:7][C:8]3[C:9]([CH:41]([CH:38]4[CH2:40][CH2:39]4)[OH:42])=[CH:10][NH:11][C:12](=[O:14])[C:13]=3[C:4]=2[CH:3]=1. Given the reactants [Br:1][C:2]1[CH:24]=[CH:23][C:5]2[C:6]([NH:16][CH:17]([CH3:22])[C:18]([CH3:21])([CH3:20])[CH3:19])=[N:7][C:8]3[C:9](I)=[CH:10][NH:11][C:12](=[O:14])[C:13]=3[C:4]=2[CH:3]=1.C1([Mg]Cl)C=CC=CC=1.C([Mg]Cl)(C)C.[CH:38]1([CH:41]=[O:42])[CH2:40][CH2:39]1, predict the reaction product. (7) The product is: [OH:22][C:20]([C@@H:6]1[CH:7]=[C:8]2[C@@H:9]([CH2:10][C:11]3[C:19]4[C:14](=[CH:15][CH:16]=[CH:17][C:18]2=4)[NH:13][CH:12]=3)[N:4]([CH3:3])[CH2:5]1)=[O:21]. Given the reactants [OH-].[Na+].[CH3:3][N:4]1[C@@H:9]2[CH2:10][C:11]3[C:19]4[C:14](=[CH:15][CH:16]=[CH:17][C:18]=4[C@H:8]2[CH:7]=[C:6]([C:20]([OH:22])=[O:21])[CH2:5]1)[NH:13][CH:12]=3.S(=O)(=O)(O)O, predict the reaction product.